Dataset: Full USPTO retrosynthesis dataset with 1.9M reactions from patents (1976-2016). Task: Predict the reactants needed to synthesize the given product. (1) Given the product [NH2:30][CH2:29][CH2:28][C:25]1[CH:24]=[CH:23][C:22]([CH2:21][CH2:20][N:17]2[CH2:16][CH2:15][CH:14]([CH2:13][N:10]3[CH:11]=[N:12][C:8]([C@@:7]([CH:41]4[CH2:42][CH2:43][CH2:44][CH2:45][CH2:46]4)([C:1]4[CH:2]=[CH:3][CH:4]=[CH:5][CH:6]=4)[OH:47])=[N:9]3)[CH2:19][CH2:18]2)=[CH:27][CH:26]=1, predict the reactants needed to synthesize it. The reactants are: [CH:1]1([C@@:7]([OH:47])([C:41]2[CH:46]=[CH:45][CH:44]=[CH:43][CH:42]=2)[C:8]2[N:12]=[CH:11][N:10]([CH2:13][CH:14]3[CH2:19][CH2:18][N:17]([CH2:20][CH2:21][C:22]4[CH:27]=[CH:26][C:25]([CH2:28][CH2:29][N:30]5C(=O)C6C(=CC=CC=6)C5=O)=[CH:24][CH:23]=4)[CH2:16][CH2:15]3)[N:9]=2)[CH2:6][CH2:5][CH2:4][CH2:3][CH2:2]1.O.NN. (2) Given the product [CH3:9][C:7]([C@H:10]([NH:52][C:53]([O:55][CH3:56])=[O:54])[C:11]([NH:13][C@H:14]([C@@H:22]([OH:51])[CH2:23][N:24]([NH:38][C:39]([C@@H:41]([NH:46][C:47]([O:49][CH3:50])=[O:48])[C:42]([CH3:43])([CH3:44])[CH3:45])=[O:40])[CH2:25][C:26]1[CH:27]=[CH:28][C:29]([C:32]2[CH:33]=[CH:34][CH:35]=[CH:36][N:37]=2)=[CH:30][CH:31]=1)[CH2:15][C:16]1[CH:21]=[CH:20][CH:19]=[CH:18][CH:17]=1)=[O:12])([CH3:6])[CH3:8].[OH:4][S:1]([OH:5])(=[O:3])=[O:2], predict the reactants needed to synthesize it. The reactants are: [S:1](=[O:5])(=[O:4])([OH:3])[OH:2].[CH3:6][C:7]([C@H:10]([NH:52][C:53]([O:55][CH3:56])=[O:54])[C:11]([NH:13][C@H:14]([C@@H:22]([OH:51])[CH2:23][N:24]([NH:38][C:39]([C@@H:41]([NH:46][C:47]([O:49][CH3:50])=[O:48])[C:42]([CH3:45])([CH3:44])[CH3:43])=[O:40])[CH2:25][C:26]1[CH:31]=[CH:30][C:29]([C:32]2[N:37]=[CH:36][CH:35]=[CH:34][CH:33]=2)=[CH:28][CH:27]=1)[CH2:15][C:16]1[CH:21]=[CH:20][CH:19]=[CH:18][CH:17]=1)=[O:12])([CH3:9])[CH3:8].CCO.